From a dataset of Reaction yield outcomes from USPTO patents with 853,638 reactions. Predict the reaction yield, written as a fraction of the theoretical maximum amount of product (1.0 means a 100% yield; for example, 0.34 means a 34% yield). (1) The reactants are [CH3:1][Si:2]([CH3:32])([CH3:31])[C:3]1[CH:4]=[C:5]([CH:24]=[C:25]([Si:27]([CH3:30])([CH3:29])[CH3:28])[CH:26]=1)[C:6]([NH:8][C:9]1[CH:14]=[CH:13][C:12](/[CH:15]=[C:16](\[CH3:22])/[C:17]([O:19]CC)=[O:18])=[C:11]([F:23])[CH:10]=1)=[O:7].[OH-].[Na+].Cl. The catalyst is C(O)C. The product is [CH3:30][Si:27]([CH3:28])([CH3:29])[C:25]1[CH:24]=[C:5]([CH:4]=[C:3]([Si:2]([CH3:1])([CH3:32])[CH3:31])[CH:26]=1)[C:6]([NH:8][C:9]1[CH:14]=[CH:13][C:12](/[CH:15]=[C:16](\[CH3:22])/[C:17]([OH:19])=[O:18])=[C:11]([F:23])[CH:10]=1)=[O:7]. The yield is 0.860. (2) The reactants are N[C:2]1[CH:3]=[CH:4][C:5]([CH3:13])=[C:6]([CH:12]=1)[C:7]([O:9][CH2:10][CH3:11])=[O:8].N([O-])=O.[Na+].[BrH:18]. The catalyst is O.C(OCC)C.[Cu]Br. The product is [Br:18][C:2]1[CH:3]=[CH:4][C:5]([CH3:13])=[C:6]([CH:12]=1)[C:7]([O:9][CH2:10][CH3:11])=[O:8]. The yield is 0.690.